From a dataset of Reaction yield outcomes from USPTO patents with 853,638 reactions. Predict the reaction yield, written as a fraction of the theoretical maximum amount of product (1.0 means a 100% yield; for example, 0.34 means a 34% yield). (1) The reactants are C(OC([N:11]1[CH2:15][CH:14]([O:16][C:17](=[O:22])[C:18]([CH3:21])([CH3:20])[CH3:19])[CH2:13][N:12]1[C:23](=[O:32])[CH2:24][C:25]1[CH:30]=[CH:29][C:28]([F:31])=[CH:27][CH:26]=1)=O)C1C=CC=CC=1. The catalyst is CO. The product is [F:31][C:28]1[CH:29]=[CH:30][C:25]([CH2:24][C:23]([N:12]2[CH2:13][CH:14]([O:16][C:17](=[O:22])[C:18]([CH3:20])([CH3:19])[CH3:21])[CH2:15][NH:11]2)=[O:32])=[CH:26][CH:27]=1. The yield is 0.980. (2) The reactants are [CH2:1]([O:3][C:4]1[CH:5]=[CH:6][C:7]([F:11])=[C:8]([OH:10])[CH:9]=1)[CH3:2].N1C=CN=C1.[C:17]([Si:21](Cl)([CH3:23])[CH3:22])([CH3:20])([CH3:19])[CH3:18].CCOC(C)=O. The catalyst is CN(C=O)C. The product is [C:17]([Si:21]([O:10][C:8]1[CH:9]=[C:4]([O:3][CH2:1][CH3:2])[CH:5]=[CH:6][C:7]=1[F:11])([CH3:23])[CH3:22])([CH3:20])([CH3:19])[CH3:18]. The yield is 0.670. (3) The reactants are [C:1]([O:5][C:6]([NH:8][C@@H:9]([CH3:36])[C@@H:10]([C:30]1[CH:35]=[CH:34][CH:33]=[CH:32][CH:31]=1)[O:11][C:12]1[CH:13]=[C:14]2[C:18](=[CH:19][CH:20]=1)[N:17]([C:21]1[CH:22]=[C:23]([CH:27]=[CH:28][CH:29]=1)[C:24]([OH:26])=O)[N:16]=[CH:15]2)=[O:7])([CH3:4])([CH3:3])[CH3:2].CN(C(ON1N=[N:52][C:47]2[CH:48]=[CH:49][CH:50]=[N:51][C:46]1=2)=[N+](C)C)C.F[P-](F)(F)(F)(F)F.CN(C=[O:65])C. The catalyst is C(OCC)(=O)C. The product is [C:1]([O:5][C:6](=[O:7])[NH:8][C@@H:9]([CH3:36])[C@H:10]([O:11][C:12]1[CH:13]=[C:14]2[C:18](=[CH:19][CH:20]=1)[N:17]([C:21]1[CH:29]=[CH:28][CH:27]=[C:23]([C:24]([N:51]3[CH2:50][CH2:49][CH2:48][C@@H:46]3[C:47](=[O:65])[NH2:52])=[O:26])[CH:22]=1)[N:16]=[CH:15]2)[C:30]1[CH:35]=[CH:34][CH:33]=[CH:32][CH:31]=1)([CH3:4])([CH3:3])[CH3:2]. The yield is 0.860. (4) The reactants are Br[C:2]1[CH:3]=[C:4]([C:12]2[N:13]=[C:14]([CH2:17][CH2:18][C:19]([O:21][CH3:22])=[O:20])[O:15][CH:16]=2)[CH:5]=[C:6]([C:8]([F:11])([F:10])[F:9])[CH:7]=1.[CH3:23]B(O)O.C(N(CC)CC)C. The catalyst is CN(C=O)C.C(OCC)(=O)C.C1C=CC([P]([Pd]([P](C2C=CC=CC=2)(C2C=CC=CC=2)C2C=CC=CC=2)([P](C2C=CC=CC=2)(C2C=CC=CC=2)C2C=CC=CC=2)[P](C2C=CC=CC=2)(C2C=CC=CC=2)C2C=CC=CC=2)(C2C=CC=CC=2)C2C=CC=CC=2)=CC=1. The product is [CH3:23][C:2]1[CH:3]=[C:4]([C:12]2[N:13]=[C:14]([CH2:17][CH2:18][C:19]([O:21][CH3:22])=[O:20])[O:15][CH:16]=2)[CH:5]=[C:6]([C:8]([F:11])([F:10])[F:9])[CH:7]=1. The yield is 0.780.